Dataset: Peptide-MHC class I binding affinity with 185,985 pairs from IEDB/IMGT. Task: Regression. Given a peptide amino acid sequence and an MHC pseudo amino acid sequence, predict their binding affinity value. This is MHC class I binding data. The binding affinity (normalized) is 0.0847. The peptide sequence is RLKHIFLIF. The MHC is HLA-A02:03 with pseudo-sequence HLA-A02:03.